Dataset: Forward reaction prediction with 1.9M reactions from USPTO patents (1976-2016). Task: Predict the product of the given reaction. (1) Given the reactants [NH2:1][N:2]1[CH:6]=[CH:5][CH:4]=[C:3]1[C:7]#[N:8].[OH-:9].[K+], predict the reaction product. The product is: [NH2:1][N:2]1[CH:6]=[CH:5][CH:4]=[C:3]1[C:7]([NH2:8])=[O:9]. (2) Given the reactants [CH3:1][C:2]1[CH:3]=[C:4]([CH:21]=[CH:22][CH:23]=1)[C:5]([NH:7][C@@H:8]([CH2:12][CH2:13][CH2:14][C:15]1[CH:20]=[CH:19][CH:18]=[CH:17][CH:16]=1)[C:9]([OH:11])=O)=[O:6].C1C=CC2N(O)N=NC=2C=1.CC(C)N=C=NC(C)C.[CH3:43][O:44][C:45]1[CH:50]=[CH:49][C:48]([NH:51][CH2:52][CH2:53][NH2:54])=[CH:47][CH:46]=1, predict the reaction product. The product is: [CH3:43][O:44][C:45]1[CH:50]=[CH:49][C:48]([NH:51][CH2:52][CH2:53][NH:54][C:9]([C@@H:8]([NH:7][C:5](=[O:6])[C:4]2[CH:21]=[CH:22][CH:23]=[C:2]([CH3:1])[CH:3]=2)[CH2:12][CH2:13][CH2:14][C:15]2[CH:20]=[CH:19][CH:18]=[CH:17][CH:16]=2)=[O:11])=[CH:47][CH:46]=1.